Dataset: Reaction yield outcomes from USPTO patents with 853,638 reactions. Task: Predict the reaction yield, written as a fraction of the theoretical maximum amount of product (1.0 means a 100% yield; for example, 0.34 means a 34% yield). The reactants are C1(C)C=CC(S(O)(=O)=O)=CC=1.[CH2:12]([O:19][C:20](=[O:25])[CH2:21][CH2:22][CH2:23][NH2:24])[C:13]1[CH:18]=[CH:17][CH:16]=[CH:15][CH:14]=1.ClC(Cl)(O[C:30](=[O:36])OC(Cl)(Cl)Cl)Cl.C(N(CC)CC)C.Cl.Cl.[CH3:47][N:48]([CH3:57])[C:49]1[CH:56]=[CH:55][C:52]([CH2:53][NH2:54])=[CH:51][CH:50]=1. The catalyst is ClCCl.[Cl-].[Na+].O. The product is [CH2:12]([O:19][C:20](=[O:25])[CH2:21][CH2:22][CH2:23][NH:24][C:30]([NH:54][CH2:53][C:52]1[CH:55]=[CH:56][C:49]([N:48]([CH3:57])[CH3:47])=[CH:50][CH:51]=1)=[O:36])[C:13]1[CH:18]=[CH:17][CH:16]=[CH:15][CH:14]=1. The yield is 0.930.